From a dataset of Full USPTO retrosynthesis dataset with 1.9M reactions from patents (1976-2016). Predict the reactants needed to synthesize the given product. (1) Given the product [CH3:33][N:28]1[C@@H:29]([CH3:32])[CH2:30][CH2:31][N:26]2[C:25](=[O:35])[N:24]=[C:23]([O:1][CH2:2][C:3]3[CH:4]=[CH:5][C:6]([O:11][C:12]4[CH:13]=[N:14][C:15]([C:18]([F:21])([F:19])[F:20])=[CH:16][CH:17]=4)=[C:7]([CH:10]=3)[C:8]#[N:9])[CH:34]=[C:27]12, predict the reactants needed to synthesize it. The reactants are: [OH:1][CH2:2][C:3]1[CH:4]=[CH:5][C:6]([O:11][C:12]2[CH:13]=[N:14][C:15]([C:18]([F:21])([F:20])[F:19])=[CH:16][CH:17]=2)=[C:7]([CH:10]=1)[C:8]#[N:9].Cl[C:23]1[CH:34]=[C:27]2[N:28]([CH3:33])[C@@H:29]([CH3:32])[CH2:30][CH2:31][N:26]2[C:25](=[O:35])[N:24]=1. (2) Given the product [CH3:15][N:16]([CH3:27])[C:17]1[CH:18]=[CH:19][C:20]([NH:23][C:24]2[N:26]=[C:8]([C:3]3[S:4][C:5]([CH3:7])=[N:6][C:2]=3[CH3:1])[CH:9]=[CH:10][N:25]=2)=[CH:21][CH:22]=1, predict the reactants needed to synthesize it. The reactants are: [CH3:1][C:2]1[N:6]=[C:5]([CH3:7])[S:4][C:3]=1/[CH:8]=[CH:9]/[C:10](N(C)C)=O.[CH3:15][N:16]([CH3:27])[C:17]1[CH:22]=[CH:21][C:20]([NH:23][C:24]([NH2:26])=[NH:25])=[CH:19][CH:18]=1.[OH-].[Na+].